This data is from Peptide-MHC class I binding affinity with 185,985 pairs from IEDB/IMGT. The task is: Regression. Given a peptide amino acid sequence and an MHC pseudo amino acid sequence, predict their binding affinity value. This is MHC class I binding data. (1) The peptide sequence is FLNWWIPPV. The MHC is HLA-A02:01 with pseudo-sequence HLA-A02:01. The binding affinity (normalized) is 1.00. (2) The peptide sequence is FTLMAAILAY. The MHC is HLA-B53:01 with pseudo-sequence HLA-B53:01. The binding affinity (normalized) is 0.185. (3) The peptide sequence is ITHTNITTLL. The MHC is HLA-A02:03 with pseudo-sequence HLA-A02:03. The binding affinity (normalized) is 0.573. (4) The peptide sequence is HFFLFLLYIL. The MHC is HLA-A30:02 with pseudo-sequence HLA-A30:02. The binding affinity (normalized) is 0.164. (5) The peptide sequence is FPIPSSWAF. The MHC is HLA-B35:01 with pseudo-sequence HLA-B35:01. The binding affinity (normalized) is 0.983.